From a dataset of Reaction yield outcomes from USPTO patents with 853,638 reactions. Predict the reaction yield, written as a fraction of the theoretical maximum amount of product (1.0 means a 100% yield; for example, 0.34 means a 34% yield). (1) The yield is 0.960. The reactants are [CH3:1]OC(OC)N(C)C.[CH:9]([N:22]1[CH2:25][C:24]([NH:29][CH3:30])([C:26]([NH2:28])=[O:27])[CH2:23]1)([C:16]1[CH:21]=[CH:20][CH:19]=[CH:18][CH:17]=1)[C:10]1[CH:15]=[CH:14][CH:13]=[CH:12][CH:11]=1. The product is [CH:9]([N:22]1[CH2:25][C:24]2([C:26](=[O:27])[N:28]=[CH:30][N:29]2[CH3:1])[CH2:23]1)([C:10]1[CH:15]=[CH:14][CH:13]=[CH:12][CH:11]=1)[C:16]1[CH:21]=[CH:20][CH:19]=[CH:18][CH:17]=1. No catalyst specified. (2) The reactants are [C:1]([C:9]1[CH:14]=[CH:13][CH:12]=[CH:11][C:10]=1[NH:15][C@@H:16]([CH2:20][C:21]1[CH:26]=[CH:25][C:24]([C:27]2[CH:32]=[CH:31][CH:30]=[C:29]([N:33]([CH3:44])[C:34]([NH:36][CH2:37][CH2:38][CH2:39][CH2:40][CH2:41][CH2:42][CH3:43])=[O:35])[CH:28]=2)=[CH:23][CH:22]=1)[C:17](O)=[O:18])(=[O:8])[C:2]1[CH:7]=[CH:6][CH:5]=[CH:4][CH:3]=1.[NH:45]1[CH2:50][CH2:49][CH:48]([C:51]([O:53][CH2:54][CH3:55])=[O:52])[CH2:47][CH2:46]1. No catalyst specified. The product is [CH2:54]([O:53][C:51]([CH:48]1[CH2:49][CH2:50][N:45]([C:17](=[O:18])[C@@H:16]([NH:15][C:10]2[CH:11]=[CH:12][CH:13]=[CH:14][C:9]=2[C:1](=[O:8])[C:2]2[CH:3]=[CH:4][CH:5]=[CH:6][CH:7]=2)[CH2:20][C:21]2[CH:26]=[CH:25][C:24]([C:27]3[CH:32]=[CH:31][CH:30]=[C:29]([N:33]([CH3:44])[C:34]([NH:36][CH2:37][CH2:38][CH2:39][CH2:40][CH2:41][CH2:42][CH3:43])=[O:35])[CH:28]=3)=[CH:23][CH:22]=2)[CH2:46][CH2:47]1)=[O:52])[CH3:55]. The yield is 1.00. (3) The yield is 0.910. The reactants are [Br:1][C:2]1[CH:3]=[C:4]([OH:8])[CH:5]=[CH:6][CH:7]=1.[H-].[Na+].Br[CH2:12][CH2:13][CH2:14][Cl:15]. The catalyst is CN(C=O)C. The product is [Br:1][C:2]1[CH:7]=[CH:6][CH:5]=[C:4]([O:8][CH2:12][CH2:13][CH2:14][Cl:15])[CH:3]=1. (4) The reactants are [NH:1]1[C:9]2[C:4](=[CH:5][CH:6]=[C:7](C(O)=O)[CH:8]=2)[CH:3]=[CH:2]1.C1C[O:16][CH2:15]C1.[H-].[Al+3].[Li+].[H-].[H-].[H-].C(OCC)(=O)C. The catalyst is O.CO. The product is [NH:1]1[C:9]2[C:4](=[C:5]([CH2:15][OH:16])[CH:6]=[CH:7][CH:8]=2)[CH:3]=[CH:2]1. The yield is 0.520.